Dataset: Catalyst prediction with 721,799 reactions and 888 catalyst types from USPTO. Task: Predict which catalyst facilitates the given reaction. (1) Reactant: [CH2:1]([N:3]1[CH2:8][CH:7]([C:9]2[CH:14]=[CH:13][CH:12]=[CH:11][CH:10]=2)[O:6][C:5](=[O:15])[CH2:4]1)[CH3:2].C[Si]([N-][Si](C)(C)C)(C)C.[Li+].O1CCCC1.C(C1C=CC=CC=1)C.Br[CH2:40][C:41]([O:43][CH3:44])=[O:42]. Product: [CH2:1]([N:3]1[CH2:8][CH:7]([C:9]2[CH:10]=[CH:11][CH:12]=[CH:13][CH:14]=2)[O:6][C:5](=[O:15])[CH:4]1[CH2:40][C:41]([O:43][CH3:44])=[O:42])[CH3:2]. The catalyst class is: 7. (2) Reactant: [F:1][C:2]1[CH:7]=[CH:6][C:5]([O:8][C:9]2[CH:14]=[CH:13][C:12]([N+:15]([O-])=O)=[CH:11][CH:10]=2)=[CH:4][C:3]=1[C:18]([F:21])([F:20])[F:19]. The catalyst class is: 19. Product: [F:1][C:2]1[CH:7]=[CH:6][C:5]([O:8][C:9]2[CH:10]=[CH:11][C:12]([NH2:15])=[CH:13][CH:14]=2)=[CH:4][C:3]=1[C:18]([F:19])([F:20])[F:21]. (3) Reactant: [CH3:1][O:2][C:3](=[O:24])[C:4]([NH:7][C:8]([C:10]1[CH:19]=[CH:18][C:17]2[C:12](=[CH:13][CH:14]=[CH:15][CH:16]=2)[C:11]=1[O:20][CH2:21][CH2:22][OH:23])=[O:9])([CH3:6])[CH3:5].[F:25][C:26]1[CH:27]=[C:28](O)[CH:29]=[C:30]([F:32])[CH:31]=1.C1(P(C2C=CC=CC=2)C2C=CC=CC=2)C=CC=CC=1.CC(OC(/N=N/C(OC(C)C)=O)=O)C. Product: [CH3:1][O:2][C:3](=[O:24])[C:4]([NH:7][C:8]([C:10]1[CH:19]=[CH:18][C:17]2[C:12](=[CH:13][CH:14]=[CH:15][CH:16]=2)[C:11]=1[O:20][CH2:21][CH2:22][O:23][C:28]1[CH:27]=[C:26]([F:25])[CH:31]=[C:30]([F:32])[CH:29]=1)=[O:9])([CH3:6])[CH3:5]. The catalyst class is: 1. (4) Reactant: [BrH:1].[CH:2]1([C:7](=[CH2:11])[C:8]([OH:10])=[O:9])[CH2:6][CH2:5][CH2:4][CH2:3]1. Product: [Br:1][CH2:11][CH:7]([CH:2]1[CH2:6][CH2:5][CH2:4][CH2:3]1)[C:8]([OH:10])=[O:9]. The catalyst class is: 6. (5) Reactant: [S:1]1[CH:5]=[CH:4][C:3]([C:6]2[C:14]3[C:9](=[CH:10][CH:11]=[CH:12][CH:13]=3)[NH:8][C:7]=2[C:15]([NH:17][NH2:18])=[O:16])=[CH:2]1.[Br:19][C:20]1[CH:27]=[CH:26][C:23]([CH:24]=O)=[CH:22][CH:21]=1. Product: [Br:19][C:20]1[CH:27]=[CH:26][C:23]([CH:24]=[N:18][NH:17][C:15]([C:7]2[NH:8][C:9]3[C:14]([C:6]=2[C:3]2[CH:4]=[CH:5][S:1][CH:2]=2)=[CH:13][CH:12]=[CH:11][CH:10]=3)=[O:16])=[CH:22][CH:21]=1. The catalyst class is: 8. (6) Reactant: [OH:1][C@H:2]([CH3:32])[CH2:3][C@H:4]1[CH2:15][CH2:14][C:13]2[S:12][C:11]3[N:10]=[CH:9][N:8]=[C:7]([O:16][CH:17]4[CH2:22][CH2:21][CH:20]([N:23](C)[C:24](=O)OC(C)(C)C)[CH2:19][CH2:18]4)[C:6]=3[C:5]1=2.[ClH:33]. Product: [ClH:33].[CH3:24][NH:23][CH:20]1[CH2:21][CH2:22][CH:17]([O:16][C:7]2[C:6]3[C:5]4[C@@H:4]([CH2:3][C@H:2]([OH:1])[CH3:32])[CH2:15][CH2:14][C:13]=4[S:12][C:11]=3[N:10]=[CH:9][N:8]=2)[CH2:18][CH2:19]1. The catalyst class is: 4. (7) Reactant: [F:1][C:2]1[CH:10]=[C:9]([OH:11])[CH:8]=[CH:7][C:3]=1[C:4]([OH:6])=O.CN(C(ON1N=NC2C=CC=NC1=2)=[N+](C)C)C.F[P-](F)(F)(F)(F)F.CCN(C(C)C)C(C)C.[Cl:45][C:46]1[CH:51]=[C:50]([Cl:52])[CH:49]=[CH:48][C:47]=1[CH2:53][CH2:54][NH2:55]. Product: [Cl:45][C:46]1[CH:51]=[C:50]([Cl:52])[CH:49]=[CH:48][C:47]=1[CH2:53][CH2:54][NH:55][C:4](=[O:6])[C:3]1[CH:7]=[CH:8][C:9]([OH:11])=[CH:10][C:2]=1[F:1]. The catalyst class is: 3.